From a dataset of Full USPTO retrosynthesis dataset with 1.9M reactions from patents (1976-2016). Predict the reactants needed to synthesize the given product. (1) Given the product [CH3:19][Si:2]([CH3:20])([CH:3]1[C:11]2[C:6](=[C:7]([C:12]3[CH:17]=[CH:16][CH:15]=[CH:14][CH:13]=3)[CH:8]=[CH:9][CH:10]=2)[CH:5]=[C:4]1[CH3:18])[C:26]1[CH:25]([CH3:27])[C:24]([CH3:28])=[C:23]([CH3:29])[C:22]=1[CH3:21], predict the reactants needed to synthesize it. The reactants are: Cl[Si:2]([CH3:20])([CH3:19])[CH:3]1[C:11]2[C:6](=[C:7]([C:12]3[CH:17]=[CH:16][CH:15]=[CH:14][CH:13]=3)[CH:8]=[CH:9][CH:10]=2)[CH:5]=[C:4]1[CH3:18].[CH3:21][C:22]1[CH-:26][C:25]([CH3:27])=[C:24]([CH3:28])[C:23]=1[CH3:29].[Na+]. (2) Given the product [OH:35][CH2:34][CH2:33][C:28]1[CH:29]=[CH:30][CH:31]=[CH:32][C:27]=1[N:3]1[C:2](=[O:1])[C:6]2=[CH:7][N:8]([CH2:15][C:16]3[CH:21]=[CH:20][C:19]([N:22]4[CH:26]=[CH:25][CH:24]=[N:23]4)=[CH:18][CH:17]=3)[C:9]3[CH:10]=[CH:11][CH:12]=[CH:13][C:14]=3[C:5]2=[N:4]1, predict the reactants needed to synthesize it. The reactants are: [O:1]=[C:2]1[C:6]2=[CH:7][N:8]([CH2:15][C:16]3[CH:21]=[CH:20][C:19]([N:22]4[CH:26]=[CH:25][CH:24]=[N:23]4)=[CH:18][CH:17]=3)[C:9]3[CH:10]=[CH:11][CH:12]=[CH:13][C:14]=3[C:5]2=[N:4][N:3]1[C:27]1[CH:32]=[CH:31][CH:30]=[CH:29][C:28]=1[CH2:33][C:34](OC)=[O:35].[BH4-].[Li+].CO.[Cl-].[NH4+].ClC1C(=O)C(C#N)=C(C#N)C(=O)C=1Cl.C(=O)(O)[O-].[Na+]. (3) Given the product [N:53]1([C:56]2[CH:63]=[CH:13][C:12]([CH2:11][NH:10][C:8]([C:7]3[C:2](=[O:1])[NH:3][N:4]=[C:5]([C:18]4[CH:19]=[CH:20][N:21]=[CH:22][CH:23]=4)[CH:6]=3)=[O:9])=[CH:58][CH:57]=2)[CH2:54][CH2:55][O:50][CH2:51][CH2:52]1, predict the reactants needed to synthesize it. The reactants are: [O:1]=[C:2]1[C:7]([C:8]([NH:10][CH2:11][CH2:12][C:13](OCC)=O)=[O:9])=[CH:6][C:5]([C:18]2[CH:23]=[CH:22][N:21]=[CH:20][CH:19]=2)=[N:4][NH:3]1.O=C1C(C(O)=O)=CC(C2C=CN=CC=2)=NN1.ON1C2C=CC=CC=2N=N1.[O:50]1[CH2:55][CH2:54][N:53]([C:56]2[CH:63]=CC(CN)=[CH:58][CH:57]=2)[CH2:52][CH2:51]1.C(N(CC)C(C)C)(C)C.F[P-](F)(F)(F)(F)F.N1(OC(N(C)C)=[N+](C)C)C2N=CC=CC=2N=N1. (4) Given the product [NH2:22][C:7]1[C:6]2[N:5]([C:4]([C@H:12]3[CH2:17][N:16]4[C:18](=[O:21])[O:19][CH2:20][C@@H:15]4[CH2:14][CH2:13]3)=[N:3][C:2]=2[Br:1])[CH:10]=[CH:9][N:8]=1, predict the reactants needed to synthesize it. The reactants are: [Br:1][C:2]1[N:3]=[C:4]([C@H:12]2[CH2:17][N:16]3[C:18](=[O:21])[O:19][CH2:20][C@@H:15]3[CH2:14][CH2:13]2)[N:5]2[CH:10]=[CH:9][N:8]=[C:7](Cl)[C:6]=12.[NH4+:22].[OH-].CC(O)C. (5) Given the product [Br:1][C:2]1[CH:3]=[N:4][C:5]([O:11][CH3:12])=[C:6]([CH:10]=1)[C:7]([NH:23][S:20]([CH3:19])(=[O:22])=[O:21])=[O:8], predict the reactants needed to synthesize it. The reactants are: [Br:1][C:2]1[CH:3]=[N:4][C:5]([O:11][CH3:12])=[C:6]([CH:10]=1)[C:7](O)=[O:8].C(Cl)(=O)C(Cl)=O.[CH3:19][S:20]([NH2:23])(=[O:22])=[O:21].N1C=CC=CC=1.